From a dataset of Full USPTO retrosynthesis dataset with 1.9M reactions from patents (1976-2016). Predict the reactants needed to synthesize the given product. (1) Given the product [I-:1].[C:4]([N:7]1[CH2:8][CH2:9][N:10]([C:13]2[CH:14]=[C:15]([CH3:28])[C:16]3[C:25]([CH:26]=2)=[S+:24][C:23]2[C:18](=[C:19]([CH3:27])[CH:20]=[C:21]([N:35]([CH3:34])[CH2:38][CH2:51][CH2:50][CH3:41])[CH:22]=2)[N:17]=3)[CH2:11][CH2:12]1)(=[O:6])[CH3:5], predict the reactants needed to synthesize it. The reactants are: [I-:1].[I-].[I-].[C:4]([N:7]1[CH2:12][CH2:11][N:10]([C:13]2[CH:14]=[C:15]([CH3:28])[C:16]3[C:25]([CH:26]=2)=[S+:24][C:23]2[C:18](=[C:19]([CH3:27])[CH:20]=[CH:21][CH:22]=2)[N:17]=3)[CH2:9][CH2:8]1)(=[O:6])[CH3:5].C(N1CC[N:35]([C:38]2C=C(C)[C:41]3[C:50]([CH:51]=2)=[S+]C2C(=C(C)C=CC=2)N=3)[CH2:34]C1)(=O)C.C(N1CCN(C2C=C(C)C3C(C=2)=[S+]C2C(=C(C)C=CC=2)N=3)CC1)(=O)C.CO. (2) Given the product [CH2:16]([C:14]1[S:15][C:9]2[N:8]([CH2:18][C:19]3[CH:20]=[CH:21][C:22]([C:25]4[CH:30]=[CH:29][CH:28]=[CH:27][C:26]=4[C:31]4[N:35]([CH2:36][O:37][CH2:38][CH2:39][O:40][CH3:41])[C:34](=[O:42])[O:33][N:32]=4)=[CH:23][CH:24]=3)[C:7](=[O:43])[NH:6][C:11](=[O:12])[C:10]=2[CH:13]=1)[CH3:17], predict the reactants needed to synthesize it. The reactants are: COC1C=C(OC)C=CC=1C[N:6]1[C:11](=[O:12])[C:10]2[CH:13]=[C:14]([CH2:16][CH3:17])[S:15][C:9]=2[N:8]([CH2:18][C:19]2[CH:24]=[CH:23][C:22]([C:25]3[CH:30]=[CH:29][CH:28]=[CH:27][C:26]=3[C:31]3[N:35]([CH2:36][O:37][CH2:38][CH2:39][O:40][CH3:41])[C:34](=[O:42])[O:33][N:32]=3)=[CH:21][CH:20]=2)[C:7]1=[O:43].FC(F)(F)C(O)=O. (3) The reactants are: [OH:1][C@@H:2]1[CH2:7][CH2:6][C@H:5]([N:8]2[CH2:12][CH2:11][C:10]3([CH2:17][CH2:16][N:15]([C:18]4[C:23]([CH3:24])=[CH:22][C:21]([N+:25]([O-])=O)=[CH:20][N:19]=4)[CH2:14][CH2:13]3)[C:9]2=[O:28])[CH2:4][CH2:3]1. Given the product [NH2:25][C:21]1[CH:22]=[C:23]([CH3:24])[C:18]([N:15]2[CH2:16][CH2:17][C:10]3([C:9](=[O:28])[N:8]([C@H:5]4[CH2:4][CH2:3][C@@H:2]([OH:1])[CH2:7][CH2:6]4)[CH2:12][CH2:11]3)[CH2:13][CH2:14]2)=[N:19][CH:20]=1, predict the reactants needed to synthesize it. (4) Given the product [OH:29][CH:10]([C:5]12[CH2:8][CH2:9][C:2]([NH:1][CH2:41][C:39]3[CH:38]=[CH:37][C:34]4[O:35][CH2:36][C:31](=[O:30])[NH:32][C:33]=4[N:40]=3)([CH2:7][CH2:6]1)[CH2:3][O:4]2)[CH2:11][C:12]1[C:21]2[C:16](=[CH:17][CH:18]=[C:19]([O:22][CH2:23][CH2:24][CH2:25][OH:26])[N:20]=2)[N:15]=[CH:14][C:13]=1[C:27]#[N:28], predict the reactants needed to synthesize it. The reactants are: [NH2:1][C:2]12[CH2:9][CH2:8][C:5]([CH:10]([OH:29])[CH2:11][C:12]3[C:21]4[C:16](=[CH:17][CH:18]=[C:19]([O:22][CH2:23][CH2:24][CH2:25][OH:26])[N:20]=4)[N:15]=[CH:14][C:13]=3[C:27]#[N:28])([CH2:6][CH2:7]1)[O:4][CH2:3]2.[O:30]=[C:31]1[CH2:36][O:35][C:34]2[CH:37]=[CH:38][C:39]([CH:41]=O)=[N:40][C:33]=2[NH:32]1. (5) Given the product [CH3:1][C:2]1[CH:3]=[CH:4][C:5]([S:8]([O:11][CH2:12][CH:13]2[O:18][C:17]3[C:19](/[CH:38]=[CH:37]/[C:36](=[O:39])[CH2:35][CH3:52])=[C:20]([N+:23]([O-:25])=[O:24])[CH:21]=[CH:22][C:16]=3[O:15][CH2:14]2)(=[O:10])=[O:9])=[CH:6][CH:7]=1, predict the reactants needed to synthesize it. The reactants are: [CH3:1][C:2]1[CH:7]=[CH:6][C:5]([S:8]([O:11][CH2:12][C@@H:13]2[O:18][C:17]3[C:19](C=O)=[C:20]([N+:23]([O-:25])=[O:24])[CH:21]=[CH:22][C:16]=3[O:15][CH2:14]2)(=[O:10])=[O:9])=[CH:4][CH:3]=1.C1(P(C2C=CC=CC=2)(C2C=CC=CC=2)=[CH:35][C:36](=[O:39])[CH2:37][CH3:38])C=CC=CC=1.[C:52]1(C)C=CC=CC=1. (6) Given the product [Cl:17][C:5]1[C:6]([NH:8][C:9]2[CH:13]=[C:12]([CH:14]3[CH2:16][CH2:15]3)[NH:11][N:10]=2)=[N:7][C:2]([C:33]2[S:37][C:36]([S:38]([NH2:41])(=[O:40])=[O:39])=[CH:35][CH:34]=2)=[N:3][CH:4]=1, predict the reactants needed to synthesize it. The reactants are: Br[C:2]1[N:7]=[C:6]([NH:8][C:9]2[CH:13]=[C:12]([CH:14]3[CH2:16][CH2:15]3)[NH:11][N:10]=2)[C:5]([Cl:17])=[CH:4][N:3]=1.C1(C2NN=C(NC3C=CN=C([C:33]4[S:37][C:36]([S:38]([NH2:41])(=[O:40])=[O:39])=[CH:35][CH:34]=4)N=3)C=2)CC1.